Dataset: Catalyst prediction with 721,799 reactions and 888 catalyst types from USPTO. Task: Predict which catalyst facilitates the given reaction. (1) The catalyst class is: 19. Product: [CH:1]([N:4]1[C:8]2[C:9]3[CH:10]=[CH:11][CH:12]=[CH:13][C:14]=3[O:15][C:16]3([CH2:21][CH2:20][NH:19][CH2:18][CH2:17]3)[C:7]=2[CH:6]=[N:5]1)([CH3:3])[CH3:2]. Reactant: [CH:1]([N:4]1[C:8]2[C:9]3[CH:10]=[CH:11][CH:12]=[CH:13][C:14]=3[O:15][C:16]3([CH2:21][CH2:20][N:19](C(OCC4C=CC=CC=4)=O)[CH2:18][CH2:17]3)[C:7]=2[CH:6]=[N:5]1)([CH3:3])[CH3:2].[H][H]. (2) Reactant: [F:1][C:2]1[CH:3]=[C:4]([CH:14]=[CH:15][CH:16]=1)[O:5][CH2:6][C:7]1[CH:12]=[CH:11][C:10]([NH2:13])=[CH:9][CH:8]=1.C(N(CC)CC)C.C[CH:25]([C:29](Cl)=[O:30])[C:26](Cl)=[O:27].C(O)(=O)C[C:34](CC(O)=O)(C(O)=O)[OH:35]. Product: [CH3:34][O:35][C:29](=[O:30])[CH2:25][C:26]([NH:13][C:10]1[CH:9]=[CH:8][C:7]([CH2:6][O:5][C:4]2[CH:14]=[CH:15][CH:16]=[C:2]([F:1])[CH:3]=2)=[CH:12][CH:11]=1)=[O:27]. The catalyst class is: 46. (3) Reactant: [CH2:1]([O:8][C:9]([N:11]1[CH2:16][CH2:15][C:14]([NH:20][C:21]([O:23][C:24]([CH3:27])([CH3:26])[CH3:25])=[O:22])([C:17]([OH:19])=[O:18])[CH2:13][CH2:12]1)=[O:10])[C:2]1[CH:7]=[CH:6][CH:5]=[CH:4][CH:3]=1.[C:28]([O-])([O-])=O.[Cs+].[Cs+].CI. Product: [C:24]([O:23][C:21]([NH:20][C:14]1([C:17]([O:19][CH3:28])=[O:18])[CH2:15][CH2:16][N:11]([C:9]([O:8][CH2:1][C:2]2[CH:7]=[CH:6][CH:5]=[CH:4][CH:3]=2)=[O:10])[CH2:12][CH2:13]1)=[O:22])([CH3:27])([CH3:26])[CH3:25]. The catalyst class is: 10. (4) Reactant: [C:1]([NH2:4])(=[S:3])[CH3:2].[CH3:5][O:6][C:7](=[O:12])[C:8](=O)[CH2:9]Cl. Product: [CH3:5][O:6][C:7]([C:8]1[N:4]=[C:1]([CH3:2])[S:3][CH:9]=1)=[O:12]. The catalyst class is: 23. (5) Reactant: [F:1][C:2]1[CH:3]=[C:4]2[C:17](=[CH:18][CH:19]=1)[C:16]1[C:7](=[C:8]3[C:13](=[CH:14][CH:15]=1)[CH:12]=[C:11]([O:20]S(C)(=O)=O)[CH:10]=[CH:9]3)[CH:6]([C:25]1[CH:30]=[CH:29][C:28]([O:31][CH2:32][CH2:33][N:34]3[CH2:39][CH2:38][CH2:37][CH2:36][CH2:35]3)=[CH:27][CH:26]=1)[S:5]2.[OH-].[K+].[Cl-:42].[NH4+]. Product: [ClH:42].[F:1][C:2]1[CH:3]=[C:4]2[C:17](=[CH:18][CH:19]=1)[C:16]1[C:7](=[C:8]3[C:13](=[CH:14][CH:15]=1)[CH:12]=[C:11]([OH:20])[CH:10]=[CH:9]3)[CH:6]([C:25]1[CH:26]=[CH:27][C:28]([O:31][CH2:32][CH2:33][N:34]3[CH2:35][CH2:36][CH2:37][CH2:38][CH2:39]3)=[CH:29][CH:30]=1)[S:5]2. The catalyst class is: 5.